This data is from Catalyst prediction with 721,799 reactions and 888 catalyst types from USPTO. The task is: Predict which catalyst facilitates the given reaction. Reactant: C(NC(=O)NC1C=CC(C2N=C(N3CCOC[C@@H]3C)C3CCN(C(OC(C)(C)C)=O)CC=3N=2)=CC=1)C.Cl[C:38]1[N:39]=[C:40]([N:52]2[CH2:57][CH2:56][O:55][CH2:54][C@@H:53]2[CH3:58])[C:41]2[CH2:46][N:45]([C:47]([O:49][CH2:50][CH3:51])=[O:48])[CH2:44][C:42]=2[N:43]=1.CC1(C)C(C)(C)OB([C:67]2[CH:72]=[CH:71][C:70]([NH:73][C:74](=[O:80])[NH:75][CH2:76][C:77]([OH:79])=[O:78])=[CH:69][CH:68]=2)O1. Product: [CH2:50]([O:49][C:47]([N:45]1[CH2:46][C:41]2[C:40]([N:52]3[CH2:57][CH2:56][O:55][CH2:54][C@@H:53]3[CH3:58])=[N:39][C:38]([C:67]3[CH:68]=[CH:69][C:70]([NH:73][C:74](=[O:80])[NH:75][CH2:76][C:77]([OH:79])=[O:78])=[CH:71][CH:72]=3)=[N:43][C:42]=2[CH2:44]1)=[O:48])[CH3:51]. The catalyst class is: 140.